This data is from Full USPTO retrosynthesis dataset with 1.9M reactions from patents (1976-2016). The task is: Predict the reactants needed to synthesize the given product. (1) Given the product [NH2:18][C:6]1[C:5]([S:8]([NH:11][C:12]2[S:13][C:14]([CH3:17])=[N:15][N:16]=2)(=[O:10])=[O:9])=[CH:4][CH:3]=[CH:2][N:7]=1, predict the reactants needed to synthesize it. The reactants are: Cl[C:2]1[N:7]=[CH:6][C:5]([S:8]([NH:11][C:12]2[S:13][C:14]([CH3:17])=[N:15][N:16]=2)(=[O:10])=[O:9])=[CH:4][CH:3]=1.[NH3:18].O. (2) Given the product [C:18]([O:22][C:23]([N:25]1[CH2:30][CH2:29][N:28]([C:2]2[CH:7]=[CH:6][CH:5]=[CH:4][C:3]=2[C:8]2[CH2:13][C:12]([CH3:15])([CH3:14])[CH2:11][C:10]([CH3:17])([CH3:16])[CH:9]=2)[CH2:27][CH2:26]1)=[O:24])([CH3:21])([CH3:19])[CH3:20], predict the reactants needed to synthesize it. The reactants are: Br[C:2]1[CH:7]=[CH:6][CH:5]=[CH:4][C:3]=1[C:8]1[CH2:13][C:12]([CH3:15])([CH3:14])[CH2:11][C:10]([CH3:17])([CH3:16])[CH:9]=1.[C:18]([O:22][C:23]([N:25]1[CH2:30][CH2:29][NH:28][CH2:27][CH2:26]1)=[O:24])([CH3:21])([CH3:20])[CH3:19].C1(P(C2C=CC=CC=2)C2C=CC3C(=CC=CC=3)C=2C2C3C(=CC=CC=3)C=CC=2P(C2C=CC=CC=2)C2C=CC=CC=2)C=CC=CC=1.CC(C)([O-])C.[Na+]. (3) Given the product [F:12][C:13]([F:22])([F:23])[C:14]1[CH:21]=[CH:20][C:17]([CH:18]=[N:9][NH:8][C:6](=[O:7])[C:5]2[CH:10]=[CH:11][C:2]([OH:1])=[CH:3][CH:4]=2)=[CH:16][CH:15]=1, predict the reactants needed to synthesize it. The reactants are: [OH:1][C:2]1[CH:11]=[CH:10][C:5]([C:6]([NH:8][NH2:9])=[O:7])=[CH:4][CH:3]=1.[F:12][C:13]([F:23])([F:22])[C:14]1[CH:21]=[CH:20][C:17]([CH:18]=O)=[CH:16][CH:15]=1. (4) Given the product [OH:30][CH2:29][C:2]1[CH:3]=[C:4]2[CH2:10][N:9]([C:11]([O:13][CH2:14][C:15]3[CH:16]=[C:17]([C:25]([F:26])([F:27])[F:28])[CH:18]=[C:19]([C:21]([F:24])([F:23])[F:22])[CH:20]=3)=[O:12])[CH2:8][CH2:7][CH2:6][N:5]2[N:1]=1, predict the reactants needed to synthesize it. The reactants are: [N:1]1[N:5]2[CH2:6][CH2:7][CH2:8][N:9]([C:11]([O:13][CH2:14][C:15]3[CH:20]=[C:19]([C:21]([F:24])([F:23])[F:22])[CH:18]=[C:17]([C:25]([F:28])([F:27])[F:26])[CH:16]=3)=[O:12])[CH2:10][C:4]2=[CH:3][C:2]=1[C:29](OCC)=[O:30].[Li+].[BH4-]. (5) Given the product [CH3:12][C:9]1([CH3:13])[O:8][C@H:7]2[C@H:2]([O:1][S:22](=[O:25])(=[O:24])[NH2:23])[C@H:3]3[CH:14]([C:15]([O:17][CH2:18][CH3:19])=[O:16])[C@H:4]3[O:5][C@@H:6]2[CH2:11][O:10]1, predict the reactants needed to synthesize it. The reactants are: [OH:1][C@H:2]1[C@@H:7]2[O:8][C:9]([CH3:13])([CH3:12])[O:10][CH2:11][C@H:6]2[O:5][C@@H:4]2[CH:14]([C:15]([O:17][CH2:18][CH3:19])=[O:16])[C@H:3]12.[H-].[Na+].[S:22](Cl)(=[O:25])(=[O:24])[NH2:23]. (6) The reactants are: [H-].[H-].[H-].[H-].[Li+].[Al+3].[CH2:7]=[C:8]1[CH2:13][CH2:12][C:11]([C:19](OCC)=[O:20])([C:14](OCC)=[O:15])[CH2:10][CH2:9]1. Given the product [OH:15][CH2:14][C:11]1([CH2:19][OH:20])[CH2:12][CH2:13][C:8](=[CH2:7])[CH2:9][CH2:10]1, predict the reactants needed to synthesize it. (7) The reactants are: [Cl:1][C:2]1[CH:7]=[CH:6][CH:5]=[CH:4][C:3]=1[C:8]1[C:12]([C:13](OC)=[O:14])=[CH:11][N:10]([C:17]2[C:22]([CH3:23])=[CH:21][N:20]=[C:19]([F:24])[CH:18]=2)[N:9]=1.[AlH4-].[Li+]. Given the product [Cl:1][C:2]1[CH:7]=[CH:6][CH:5]=[CH:4][C:3]=1[C:8]1[C:12]([CH2:13][OH:14])=[CH:11][N:10]([C:17]2[C:22]([CH3:23])=[CH:21][N:20]=[C:19]([F:24])[CH:18]=2)[N:9]=1, predict the reactants needed to synthesize it. (8) Given the product [OH:38][C:35]1([C:7]2[N:8]([S:12]([C:15]3[CH:16]=[CH:17][CH:18]=[CH:19][CH:20]=3)(=[O:13])=[O:14])[C:9]3[C:5]([CH:6]=2)=[CH:4][C:3]([S:2][CH3:1])=[CH:11][CH:10]=3)[CH2:36][CH2:37][O:32][CH2:33][CH2:34]1, predict the reactants needed to synthesize it. The reactants are: [CH3:1][S:2][C:3]1[CH:4]=[C:5]2[C:9](=[CH:10][CH:11]=1)[N:8]([S:12]([C:15]1[CH:20]=[CH:19][CH:18]=[CH:17][CH:16]=1)(=[O:14])=[O:13])[CH:7]=[CH:6]2.CN(C)P(=O)(N(C)C)N(C)C.[O:32]1[CH2:37][CH2:36][C:35](=[O:38])[CH2:34][CH2:33]1.[Cl-].[NH4+]. (9) Given the product [CH3:14][C:15]1[CH:16]=[CH:17][C:18]([OH:24])=[C:19]([C:20]2[O:1][N:2]=[C:3]([C:5]3[C:10]([N+:11]([O-:13])=[O:12])=[CH:9][CH:8]=[CH:7][N:6]=3)[N:4]=2)[CH:23]=1, predict the reactants needed to synthesize it. The reactants are: [OH:1][NH:2][C:3]([C:5]1[C:10]([N+:11]([O-:13])=[O:12])=[CH:9][CH:8]=[CH:7][N:6]=1)=[NH:4].[CH3:14][C:15]1[CH:23]=[C:19]([C:20](O)=O)[C:18]([OH:24])=[CH:17][CH:16]=1. (10) Given the product [C:22]([O:14][C:13](=[O:15])[CH:12]([Br:16])[CH2:11][CH2:10][C:9]([O:8][CH2:1][C:2]1[CH:3]=[CH:4][CH:5]=[CH:6][CH:7]=1)=[O:17])([CH3:25])([CH3:24])[CH3:23], predict the reactants needed to synthesize it. The reactants are: [CH2:1]([O:8][C:9](=[O:17])[CH2:10][CH2:11][CH:12]([Br:16])[C:13]([OH:15])=[O:14])[C:2]1[CH:7]=[CH:6][CH:5]=[CH:4][CH:3]=1.ClC(Cl)(Cl)C(=N)O[C:22]([CH3:25])([CH3:24])[CH3:23].CN(C)C(=O)C.CCCCCC.